Dataset: Full USPTO retrosynthesis dataset with 1.9M reactions from patents (1976-2016). Task: Predict the reactants needed to synthesize the given product. (1) Given the product [CH2:21]([N:28]([CH2:33][CH2:34][CH2:35][CH2:36][CH2:37][CH3:38])[C:29](=[O:32])[CH2:30][O:1][C:2]1[CH:3]=[C:4]([CH2:8][CH2:9][S:10][C:11]2[CH:20]=[CH:19][CH:18]=[CH:17][C:12]=2[C:13]([O:15][CH3:16])=[O:14])[CH:5]=[CH:6][CH:7]=1)[C:22]1[CH:27]=[CH:26][CH:25]=[CH:24][CH:23]=1, predict the reactants needed to synthesize it. The reactants are: [OH:1][C:2]1[CH:3]=[C:4]([CH2:8][CH2:9][S:10][C:11]2[CH:20]=[CH:19][CH:18]=[CH:17][C:12]=2[C:13]([O:15][CH3:16])=[O:14])[CH:5]=[CH:6][CH:7]=1.[CH2:21]([N:28]([CH2:33][CH2:34][CH2:35][CH2:36][CH2:37][CH3:38])[C:29](=[O:32])[CH2:30]Br)[C:22]1[CH:27]=[CH:26][CH:25]=[CH:24][CH:23]=1.C([O-])([O-])=O.[K+].[K+]. (2) Given the product [N:3]1[CH:8]=[CH:7][CH:6]=[C:5]([C:9]2[CH:10]=[CH:11][N:12]=[CH:13][CH:14]=2)[C:4]=1[C:15]1[CH:16]=[C:17]2[C:21](=[CH:22][CH:23]=1)[CH:20]([OH:24])[CH2:19][CH2:18]2, predict the reactants needed to synthesize it. The reactants are: [BH4-].[Na+].[N:3]1[CH:8]=[CH:7][CH:6]=[C:5]([C:9]2[CH:14]=[CH:13][N:12]=[CH:11][CH:10]=2)[C:4]=1[C:15]1[CH:16]=[C:17]2[C:21](=[CH:22][CH:23]=1)[C:20](=[O:24])[CH2:19][CH2:18]2. (3) Given the product [CH3:1][O:2][C:3]1[CH:11]=[C:10]2[C:6]([CH:7]=[CH:8][N:9]2[S:34]([C:29]2[CH:30]=[CH:31][CH:32]=[CH:33][C:28]=2[CH3:27])(=[O:36])=[O:35])=[C:5]2[CH:12]([CH3:24])[N:13]([C:17]([O:19][C:20]([CH3:23])([CH3:22])[CH3:21])=[O:18])[CH2:14][CH2:15][O:16][C:4]=12, predict the reactants needed to synthesize it. The reactants are: [CH3:1][O:2][C:3]1[CH:11]=[C:10]2[C:6]([CH:7]=[CH:8][NH:9]2)=[C:5]2[CH:12]([CH3:24])[N:13]([C:17]([O:19][C:20]([CH3:23])([CH3:22])[CH3:21])=[O:18])[CH2:14][CH2:15][O:16][C:4]=12.[H-].[Na+].[CH3:27][C:28]1[CH:33]=[CH:32][CH:31]=[CH:30][C:29]=1[S:34](Cl)(=[O:36])=[O:35]. (4) Given the product [OH:21][C:13]1[CH:14]=[C:15]([CH:19]=[CH:20][C:12]=1[C:7]1[CH:6]=[CH:5][C:4]2[C:9](=[CH:10][CH:11]=[C:2]([OH:1])[CH:3]=2)[N:8]=1)[C:16]([OH:18])=[O:17], predict the reactants needed to synthesize it. The reactants are: [OH:1][C:2]1[CH:3]=[C:4]2[C:9](=[CH:10][CH:11]=1)[N:8]=[C:7]([C:12]1[CH:20]=[CH:19][C:15]([C:16]([OH:18])=[O:17])=[CH:14][C:13]=1[O:21]C)[CH:6]=[CH:5]2.B(Br)(Br)Br.O. (5) Given the product [F:1][C:2]1[C:3]([O:21][CH3:22])=[C:4]([C@H:9]([CH2:19][CH3:20])[CH2:10][C@@:11]([C:14]([F:16])([F:15])[F:17])([OH:18])[CH:12]=[N:23][C:24]2[CH:33]=[CH:32][CH:31]=[C:30]3[C:25]=2[CH:26]=[N:27][C:28]([CH3:34])=[N:29]3)[CH:5]=[CH:6][C:7]=1[F:8], predict the reactants needed to synthesize it. The reactants are: [F:1][C:2]1[C:3]([O:21][CH3:22])=[C:4]([C@H:9]([CH2:19][CH3:20])[CH2:10][C@:11]([OH:18])([C:14]([F:17])([F:16])[F:15])[CH:12]=O)[CH:5]=[CH:6][C:7]=1[F:8].[NH2:23][C:24]1[CH:33]=[CH:32][CH:31]=[C:30]2[C:25]=1[CH:26]=[N:27][C:28]([CH3:34])=[N:29]2.C(O)(=O)C.O. (6) Given the product [CH3:1][N:2]([CH3:32])[C:3]([C:5]1[N:26]([CH:27]2[CH2:31][CH2:30][CH2:29][CH2:28]2)[C:8]2[N:9]=[C:10]([NH:13][C:14]3[CH:19]=[CH:18][C:17]([N:20]4[CH2:21][CH2:22][N:23]([CH2:34][CH2:35][O:36][CH:37]([CH3:39])[CH3:38])[CH2:24][CH2:25]4)=[CH:16][N:15]=3)[N:11]=[CH:12][C:7]=2[CH:6]=1)=[O:4], predict the reactants needed to synthesize it. The reactants are: [CH3:1][N:2]([CH3:32])[C:3]([C:5]1[N:26]([CH:27]2[CH2:31][CH2:30][CH2:29][CH2:28]2)[C:8]2[N:9]=[C:10]([NH:13][C:14]3[CH:19]=[CH:18][C:17]([N:20]4[CH2:25][CH2:24][NH:23][CH2:22][CH2:21]4)=[CH:16][N:15]=3)[N:11]=[CH:12][C:7]=2[CH:6]=1)=[O:4].Br[CH2:34][CH2:35][O:36][CH:37]([CH3:39])[CH3:38]. (7) Given the product [CH:2]([C:3]1[CH:4]=[C:5]([NH2:6])[NH:10][N:9]=1)([CH3:8])[CH3:1], predict the reactants needed to synthesize it. The reactants are: [CH3:1][CH:2]([CH3:8])[C:3](=O)[CH2:4][C:5]#[N:6].[NH2:9][NH2:10].O. (8) The reactants are: [S:1]1[C:5]2[CH:6]=[C:7]([N:10]3[CH2:14][CH:13]([C:15]([F:18])([F:17])[F:16])[NH:12][C:11]3=[O:19])[CH:8]=[CH:9][C:4]=2[N:3]=[CH:2]1.Br[C:21]1[CH:22]=[N:23][CH:24]=[CH:25][CH:26]=1.C1(N)CCCCC1N.P([O-])([O-])([O-])=O.[K+].[K+].[K+]. Given the product [S:1]1[C:5]2[CH:6]=[C:7]([N:10]3[CH2:14][CH:13]([C:15]([F:17])([F:18])[F:16])[N:12]([C:21]4[CH:22]=[N:23][CH:24]=[CH:25][CH:26]=4)[C:11]3=[O:19])[CH:8]=[CH:9][C:4]=2[N:3]=[CH:2]1, predict the reactants needed to synthesize it. (9) Given the product [Cl:17][C:18]1[CH:23]=[CH:22][C:21]([C:24]2[C:28]3[CH2:29][N:30]([S:33]([CH3:36])(=[O:35])=[O:34])[CH2:31][CH2:32][C:27]=3[N:26]([CH2:37][CH2:38][CH2:39][N:40]3[CH2:41][CH2:42][N:43]([C:46]4[CH:51]=[CH:50][CH:49]=[CH:48][CH:47]=4)[CH2:44][CH2:45]3)[N:25]=2)=[CH:20][C:19]=1[C:52]#[C:53][C:54]1[CH:63]=[C:62]2[C:57]([CH2:58][CH2:59][N:60]([CH3:3])[CH2:61]2)=[CH:56][CH:55]=1, predict the reactants needed to synthesize it. The reactants are: C=O.[C:3](O[BH-](OC(=O)C)OC(=O)C)(=O)C.[Na+].[Cl:17][C:18]1[CH:23]=[CH:22][C:21]([C:24]2[C:28]3[CH2:29][N:30]([S:33]([CH3:36])(=[O:35])=[O:34])[CH2:31][CH2:32][C:27]=3[N:26]([CH2:37][CH2:38][CH2:39][N:40]3[CH2:45][CH2:44][N:43]([C:46]4[CH:51]=[CH:50][CH:49]=[CH:48][CH:47]=4)[CH2:42][CH2:41]3)[N:25]=2)=[CH:20][C:19]=1[C:52]#[C:53][C:54]1[CH:63]=[C:62]2[C:57]([CH2:58][CH2:59][NH:60][CH2:61]2)=[CH:56][CH:55]=1. (10) Given the product [C:7]1([N:1]2[CH:5]=[CH:4][N:3]=[N:2]2)[CH:12]=[CH:11][CH:10]=[CH:9][CH:8]=1, predict the reactants needed to synthesize it. The reactants are: [NH:1]1[CH:5]=[CH:4][N:3]=[N:2]1.I[C:7]1[CH:12]=[CH:11][CH:10]=[CH:9][CH:8]=1.N1C2C(=CC=C3C=2N=CC=C3)C=CC=1.